This data is from Peptide-MHC class II binding affinity with 134,281 pairs from IEDB. The task is: Regression. Given a peptide amino acid sequence and an MHC pseudo amino acid sequence, predict their binding affinity value. This is MHC class II binding data. (1) The peptide sequence is IASLFAAAGLAAAAP. The MHC is HLA-DQA10104-DQB10503 with pseudo-sequence HLA-DQA10104-DQB10503. The binding affinity (normalized) is 0.178. (2) The peptide sequence is LKDLWDYMLNSTGGI. The MHC is DRB1_0701 with pseudo-sequence DRB1_0701. The binding affinity (normalized) is 0.697. (3) The peptide sequence is INLPTAAAIAYGLDR. The MHC is HLA-DQA10401-DQB10402 with pseudo-sequence HLA-DQA10401-DQB10402. The binding affinity (normalized) is 0.510. (4) The peptide sequence is PNYLALLVKYVDGDG. The MHC is DRB1_1001 with pseudo-sequence DRB1_1001. The binding affinity (normalized) is 0.750. (5) The peptide sequence is YVDRFYKTLRAEQASQEV. The MHC is DRB1_1602 with pseudo-sequence DRB1_1602. The binding affinity (normalized) is 0.866. (6) The peptide sequence is PTLAFPAGVCPTIGV. The MHC is HLA-DPA10301-DPB10402 with pseudo-sequence HLA-DPA10301-DPB10402. The binding affinity (normalized) is 0.109. (7) The peptide sequence is VKIEYSGTNNKTMAV. The binding affinity (normalized) is 0.448. The MHC is HLA-DQA10102-DQB10602 with pseudo-sequence HLA-DQA10102-DQB10602.